Dataset: Full USPTO retrosynthesis dataset with 1.9M reactions from patents (1976-2016). Task: Predict the reactants needed to synthesize the given product. (1) Given the product [Cl:14][C:15]1[CH:20]=[CH:19][C:18]([C:21](=[N:1][C:2]2[CH:11]=[C:10]([F:12])[CH:9]=[C:8]3[C:3]=2[CH:4]=[CH:5][C:6](=[O:13])[NH:7]3)[C:22]([CH2:28][O:29][CH2:30][CH3:31])([OH:27])[C:23]([F:26])([F:25])[F:24])=[C:17]([O:33][CH3:34])[C:16]=1[F:35], predict the reactants needed to synthesize it. The reactants are: [NH2:1][C:2]1[CH:11]=[C:10]([F:12])[CH:9]=[C:8]2[C:3]=1[CH:4]=[CH:5][C:6](=[O:13])[NH:7]2.[Cl:14][C:15]1[CH:20]=[CH:19][C:18]([C:21](=O)[C:22]([CH2:28][O:29][CH2:30][CH3:31])([OH:27])[C:23]([F:26])([F:25])[F:24])=[C:17]([O:33][CH3:34])[C:16]=1[F:35].C(O)(=O)C.[F-].[NH4+]. (2) Given the product [Cl:34][C:29]1[CH:30]=[CH:31][CH:32]=[CH:33][C:28]=1[N:11]([CH2:10][CH2:9][OH:8])[C:12]([C:14]1[S:27][C:17]2[C:18]3[CH:26]=[CH:25][CH:24]=[CH:23][C:19]=3[O:20][CH2:21][CH2:22][C:16]=2[CH:15]=1)=[O:13], predict the reactants needed to synthesize it. The reactants are: [Si]([O:8][CH2:9][CH2:10][N:11]([C:28]1[CH:33]=[CH:32][CH:31]=[CH:30][C:29]=1[Cl:34])[C:12]([C:14]1[S:27][C:17]2[C:18]3[CH:26]=[CH:25][CH:24]=[CH:23][C:19]=3[O:20][CH2:21][CH2:22][C:16]=2[CH:15]=1)=[O:13])(C(C)(C)C)(C)C.C(O)(=O)C.O.[F-].C([N+](CCCC)(CCCC)CCCC)CCC.